From a dataset of Peptide-MHC class I binding affinity with 185,985 pairs from IEDB/IMGT. Regression. Given a peptide amino acid sequence and an MHC pseudo amino acid sequence, predict their binding affinity value. This is MHC class I binding data. (1) The peptide sequence is GMFANRWII. The MHC is HLA-A02:01 with pseudo-sequence HLA-A02:01. The binding affinity (normalized) is 0.695. (2) The peptide sequence is EVIPMFSAL. The MHC is HLA-A26:01 with pseudo-sequence HLA-A26:01. The binding affinity (normalized) is 1.00. (3) The peptide sequence is LVFTRAICK. The MHC is HLA-B08:01 with pseudo-sequence HLA-B08:01. The binding affinity (normalized) is 0.0847. (4) The peptide sequence is RIRFVQNAL. The MHC is BoLA-HD6 with pseudo-sequence BoLA-HD6. The binding affinity (normalized) is 0.834. (5) The peptide sequence is PSEKRIGAY. The MHC is HLA-A30:01 with pseudo-sequence HLA-A30:01. The binding affinity (normalized) is 0.0847. (6) The binding affinity (normalized) is 0.316. The peptide sequence is INVEYRFLV. The MHC is HLA-A02:01 with pseudo-sequence HLA-A02:01.